Binary Classification. Given a drug SMILES string, predict its activity (active/inactive) in a high-throughput screening assay against a specified biological target. From a dataset of Cav3 T-type calcium channel HTS with 100,875 compounds. The compound is S(CC(=O)c1c(n(c(c1)C)c1cc2OCOc2cc1)C)c1scnn1. The result is 0 (inactive).